From a dataset of HIV replication inhibition screening data with 41,000+ compounds from the AIDS Antiviral Screen. Binary Classification. Given a drug SMILES string, predict its activity (active/inactive) in a high-throughput screening assay against a specified biological target. (1) The result is 0 (inactive). The drug is CC12CCC3C(CC3(C)C)C(O)(CCC1=O)C2. (2) The compound is COc1ccc(C2CC(c3ccc4ccccc4c3O)=NN2C(C)=O)cc1OC. The result is 0 (inactive). (3) The compound is O=C1c2cc([N+](=O)[O-])ccc2NC1(c1c[nH]c2ccccc12)c1c[nH]c2ccc(Br)cc12. The result is 0 (inactive). (4) The compound is NC(=O)NC1C(C(N)=O)N(Cc2ccccc2)C(=O)N1Cc1ccccc1. The result is 0 (inactive).